From a dataset of Forward reaction prediction with 1.9M reactions from USPTO patents (1976-2016). Predict the product of the given reaction. (1) Given the reactants [Cl:1][C:2]1[CH:7]=[CH:6][CH:5]=[CH:4][C:3]=1[N:8]([CH3:28])[C:9]([C:11]1[S:27][C:14]2[C:15]3[CH:23]=[CH:22][C:21]([C:24](O)=[O:25])=[CH:20][C:16]=3[O:17][CH2:18][CH2:19][C:13]=2[CH:12]=1)=[O:10].[NH:29]([CH3:31])[CH3:30].Cl.N1C=CC=CC=1.ClC1C=CC=CC=1N(C)C(C1SC2C3C=CC(C(Cl)=O)=CC=3OCCC=2C=1)=O, predict the reaction product. The product is: [Cl:1][C:2]1[CH:7]=[CH:6][CH:5]=[CH:4][C:3]=1[N:8]([CH3:28])[C:9]([C:11]1[S:27][C:14]2[C:15]3[CH:23]=[CH:22][C:21]([C:24]([N:29]([CH3:31])[CH3:30])=[O:25])=[CH:20][C:16]=3[O:17][CH2:18][CH2:19][C:13]=2[CH:12]=1)=[O:10]. (2) The product is: [CH:2]([C:1]1[S:5][CH:8]=[C:9]([CH2:11][NH:19][CH3:15])[N:6]=1)([CH3:4])[CH3:3]. Given the reactants [C:1]([NH2:6])(=[S:5])[CH:2]([CH3:4])[CH3:3].Cl[CH2:8][C:9]([CH2:11]Cl)=O.ClC[C:15]1SC=C[N:19]=1.CN, predict the reaction product.